This data is from Full USPTO retrosynthesis dataset with 1.9M reactions from patents (1976-2016). The task is: Predict the reactants needed to synthesize the given product. (1) Given the product [C:1]([O:5][C:6]([NH:8][CH2:9][C@H:10]1[CH2:11][CH2:12][C@H:13]([C:16]([NH:18][C@@H:19]([CH2:20][C:21]2[CH:26]=[CH:25][C:24]([C:27]3[CH:32]=[CH:31][C:30]([C:33](=[O:34])[NH:60][CH2:61][C:62]([N:64]4[CH2:69][CH2:68][CH:67]([N:70]([CH3:72])[CH3:71])[CH2:66][CH2:65]4)=[O:63])=[CH:29][C:28]=3[CH3:36])=[CH:23][CH:22]=2)[C:37]([NH:39][C:40]2[CH:41]=[CH:42][C:43]([C:46]3[NH:50][C:49]([C:51]([F:59])([F:58])[C:52]([F:53])([F:54])[C:55]([OH:57])=[O:56])=[N:48][N:47]=3)=[CH:44][CH:45]=2)=[O:38])=[O:17])[CH2:14][CH2:15]1)=[O:7])([CH3:3])([CH3:2])[CH3:4], predict the reactants needed to synthesize it. The reactants are: [C:1]([O:5][C:6]([NH:8][CH2:9][C@H:10]1[CH2:15][CH2:14][C@H:13]([C:16]([NH:18][C@H:19]([C:37]([NH:39][C:40]2[CH:45]=[CH:44][C:43]([C:46]3[NH:50][C:49]([C:51]([F:59])([F:58])[C:52]([C:55]([OH:57])=[O:56])([F:54])[F:53])=[N:48][N:47]=3)=[CH:42][CH:41]=2)=[O:38])[CH2:20][C:21]2[CH:26]=[CH:25][C:24]([C:27]3[CH:32]=[CH:31][C:30]([C:33](O)=[O:34])=[CH:29][C:28]=3[CH3:36])=[CH:23][CH:22]=2)=[O:17])[CH2:12][CH2:11]1)=[O:7])([CH3:4])([CH3:3])[CH3:2].[NH2:60][CH2:61][C:62]([N:64]1[CH2:69][CH2:68][CH:67]([N:70]([CH3:72])[CH3:71])[CH2:66][CH2:65]1)=[O:63].C(N(CC)C(C)C)(C)C.F[P-](F)(F)(F)(F)F.CN(C(ON1C2=NC=CC=C2N=N1)=[N+](C)C)C. (2) Given the product [F:1][C:2]1[CH:7]=[C:6]([C:8]2[CH:13]=[CH:12][N:11]=[C:10]3[NH:14][C:15]([C:17]4[CH:18]=[N:19][N:20]([CH3:22])[CH:21]=4)=[N:16][C:9]=23)[CH:5]=[CH:4][C:3]=1[CH2:23][NH:24][C:68]([C:65]1[N:64]=[C:63]([C:60]([NH:59][C:57](=[O:58])[O:56][C:52]([CH3:55])([CH3:54])[CH3:53])([CH3:62])[CH3:61])[O:67][N:66]=1)=[O:69], predict the reactants needed to synthesize it. The reactants are: [F:1][C:2]1[CH:7]=[C:6]([C:8]2[CH:13]=[CH:12][N:11]=[C:10]3[NH:14][C:15]([C:17]4[CH:18]=[N:19][N:20]([CH3:22])[CH:21]=4)=[N:16][C:9]=23)[CH:5]=[CH:4][C:3]=1[CH2:23][NH2:24].C(P1(=O)OP(CCC)(=O)OP(CCC)(=O)O1)CC.CCN(C(C)C)C(C)C.[C:52]([O:56][C:57]([NH:59][C:60]([C:63]1[O:67][N:66]=[C:65]([C:68](O)=[O:69])[N:64]=1)([CH3:62])[CH3:61])=[O:58])([CH3:55])([CH3:54])[CH3:53]. (3) Given the product [Br:16][C:2]1[S:1][CH:5]=[CH:4][C:3]=1[CH:6]1[O:10][CH2:9][CH2:8][O:7]1, predict the reactants needed to synthesize it. The reactants are: [S:1]1[CH:5]=[CH:4][C:3]([CH:6]2[O:10][CH2:9][CH2:8][O:7]2)=[CH:2]1.C([Li])CCC.[Br:16]C(C(Br)(F)F)(F)F. (4) Given the product [Cl:1][C:2]1[C:7]([C:8]2[CH:9]=[CH:10][C:11]([F:14])=[CH:12][CH:13]=2)=[CH:6][C:5]2[NH:15][C:20]([C:19]([F:24])([F:23])[C:18]([F:26])([F:25])[F:17])=[N:16][C:4]=2[CH:3]=1, predict the reactants needed to synthesize it. The reactants are: [Cl:1][C:2]1[CH:3]=[C:4]([NH2:16])[C:5]([NH2:15])=[CH:6][C:7]=1[C:8]1[CH:13]=[CH:12][C:11]([F:14])=[CH:10][CH:9]=1.[F:17][C:18]([F:26])([F:25])[C:19]([F:24])([F:23])[C:20](O)=O. (5) Given the product [C:6]12([C:16]3[CH:17]=[C:18]([C:32]4[CH:31]=[C:40]5[C:35](=[CH:34][CH:33]=4)[CH:36]=[C:37]([Br:41])[CH:38]=[CH:39]5)[CH:19]=[CH:20][C:21]=3[O:22][CH3:23])[CH2:7][CH:8]3[CH2:9][CH:10]([CH2:11][CH:12]([CH2:14]3)[CH2:13]1)[CH2:15]2, predict the reactants needed to synthesize it. The reactants are: [Li]C(C)(C)C.[C:6]12([C:16]3[CH:17]=[C:18](Br)[CH:19]=[CH:20][C:21]=3[O:22][CH3:23])[CH2:15][CH:10]3[CH2:11][CH:12]([CH2:14][CH:8]([CH2:9]3)[CH2:7]1)[CH2:13]2.FC(F)(F)S(O[C:31]1[C:40]2[C:35](=[CH:36][C:37]([Br:41])=[CH:38][CH:39]=2)[CH:34]=[CH:33][CH:32]=1)(=O)=O.